Predict the reaction yield, written as a fraction of the theoretical maximum amount of product (1.0 means a 100% yield; for example, 0.34 means a 34% yield). From a dataset of Reaction yield outcomes from USPTO patents with 853,638 reactions. (1) The reactants are [CH:1]([O:3][CH3:4])=[O:2].[CH:5]([O:8][C:9]1[N:14]=[C:13]([O:15][CH2:16][C:17]2[CH:22]=[CH:21][CH:20]=[CH:19][C:18]=2[CH2:23][C:24](OC)=[O:25])[CH:12]=[C:11]([C:28]([F:31])([F:30])[F:29])[N:10]=1)([CH3:7])[CH3:6].C(N(CC)CC)C.C(O)(=O)C. The catalyst is ClC1C=CC=CC=1.[Ti](Cl)(Cl)(Cl)Cl.O. The product is [OH:25][CH:24]=[C:23]([C:18]1[CH:19]=[CH:20][CH:21]=[CH:22][C:17]=1[CH2:16][O:15][C:13]1[CH:12]=[C:11]([C:28]([F:31])([F:29])[F:30])[N:10]=[C:9]([O:8][CH:5]([CH3:7])[CH3:6])[N:14]=1)[C:1]([O:3][CH3:4])=[O:2]. The yield is 0.559. (2) The reactants are [P:1]([O:13][CH2:14][CH2:15][N:16]([CH2:21][CH2:22][CH2:23][O:24][C:25]1[CH:34]=[C:33]2[C:28]([C:29]([NH:35][C:36]3[CH:40]=[C:39]([CH2:41][C:42]([NH:44][C:45]4[CH:50]=[CH:49][CH:48]=[C:47]([F:51])[CH:46]=4)=[O:43])[NH:38][N:37]=3)=[N:30][CH:31]=[N:32]2)=[CH:27][CH:26]=1)[CH2:17][CH2:18][O:19][CH3:20])([O:8]C(C)(C)C)([O:3]C(C)(C)C)=[O:2].O1CCOCC1.Cl. The catalyst is O1CCOCC1. The product is [P:1]([OH:8])([OH:3])([O:13][CH2:14][CH2:15][N:16]([CH2:21][CH2:22][CH2:23][O:24][C:25]1[CH:34]=[C:33]2[C:28]([C:29]([NH:35][C:36]3[CH:40]=[C:39]([CH2:41][C:42]([NH:44][C:45]4[CH:50]=[CH:49][CH:48]=[C:47]([F:51])[CH:46]=4)=[O:43])[NH:38][N:37]=3)=[N:30][CH:31]=[N:32]2)=[CH:27][CH:26]=1)[CH2:17][CH2:18][O:19][CH3:20])=[O:2]. The yield is 0.850. (3) The reactants are [CH:1]([C@H:14]1[O:19][CH2:18][C@@H:17]([NH2:20])[CH2:16][CH2:15]1)([C:8]1[CH:13]=[CH:12][CH:11]=[CH:10][CH:9]=1)[C:2]1[CH:7]=[CH:6][CH:5]=[CH:4][CH:3]=1.[C:21]([C:23]1[CH:30]=[CH:29][C:26]([CH:27]=O)=[CH:25][CH:24]=1)#[N:22].C(O)(=O)C.[BH3-]C#N.[Na+]. The catalyst is ClCCCl.CO. The product is [CH:1]([C@H:14]1[O:19][CH2:18][C@@H:17]([NH:20][CH2:27][C:26]2[CH:29]=[CH:30][C:23]([C:21]#[N:22])=[CH:24][CH:25]=2)[CH2:16][CH2:15]1)([C:8]1[CH:13]=[CH:12][CH:11]=[CH:10][CH:9]=1)[C:2]1[CH:3]=[CH:4][CH:5]=[CH:6][CH:7]=1. The yield is 0.800. (4) The reactants are [CH2:1]([O:3][C:4](=[O:47])[CH2:5][CH2:6][CH2:7][NH:8][C@H:9]([C:41]1[CH:46]=[CH:45][CH:44]=[CH:43][CH:42]=1)[CH2:10][N:11]1[C:16](=[O:17])[C:15]([C:18]2[CH:23]=[CH:22][CH:21]=[C:20]([O:24][CH3:25])[C:19]=2[F:26])=[C:14]([CH3:27])[N:13]([CH2:28][C:29]2[C:34]([C:35]([F:38])([F:37])[F:36])=[CH:33][CH:32]=[CH:31][C:30]=2[F:39])[C:12]1=[O:40])[CH3:2].[ClH:48].CCCCCCC. The catalyst is C(OC(C)=O)(C)C.O. The product is [ClH:48].[CH2:1]([O:3][C:4](=[O:47])[CH2:5][CH2:6][CH2:7][NH:8][C@H:9]([C:41]1[CH:42]=[CH:43][CH:44]=[CH:45][CH:46]=1)[CH2:10][N:11]1[C:16](=[O:17])[C:15]([C:18]2[CH:23]=[CH:22][CH:21]=[C:20]([O:24][CH3:25])[C:19]=2[F:26])=[C:14]([CH3:27])[N:13]([CH2:28][C:29]2[C:34]([C:35]([F:38])([F:37])[F:36])=[CH:33][CH:32]=[CH:31][C:30]=2[F:39])[C:12]1=[O:40])[CH3:2]. The yield is 0.870. (5) The reactants are [C:1]([O:5][C:6]([N:8]1[CH2:13][CH2:12][CH:11]([OH:14])[CH2:10][CH2:9]1)=[O:7])([CH3:4])([CH3:3])[CH3:2].[H-].[Na+].Cl[C:18]1[C:23]([C:24](=[O:26])[CH3:25])=[C:22]([NH:27][C:28]2[CH:29]=[N:30][C:31]([S:34]([CH3:37])(=[O:36])=[O:35])=[CH:32][CH:33]=2)[N:21]=[CH:20][N:19]=1. The catalyst is CN(C)C(=O)C. The product is [C:1]([O:5][C:6]([N:8]1[CH2:13][CH2:12][CH:11]([O:14][C:18]2[C:23]([C:24](=[O:26])[CH3:25])=[C:22]([NH:27][C:28]3[CH:29]=[N:30][C:31]([S:34]([CH3:37])(=[O:35])=[O:36])=[CH:32][CH:33]=3)[N:21]=[CH:20][N:19]=2)[CH2:10][CH2:9]1)=[O:7])([CH3:4])([CH3:2])[CH3:3]. The yield is 0.500. (6) The reactants are [Cl-].O[NH3+:3].[C:4](=[O:7])([O-])[OH:5].[Na+].CS(C)=O.[CH2:13]([C:17]1[N:18]=[C:19]([CH3:50])[N:20]([CH2:39][C:40]2[S:41][C:42]3[CH:48]=[CH:47][C:46]([CH3:49])=[CH:45][C:43]=3[CH:44]=2)[C:21](=[O:38])[C:22]=1[CH2:23][C:24]1[CH:29]=[CH:28][C:27]([C:30]2[C:31]([C:36]#[N:37])=[CH:32][CH:33]=[CH:34][CH:35]=2)=[CH:26][CH:25]=1)[CH2:14][CH2:15][CH3:16]. The catalyst is C(OCC)(=O)C. The product is [CH2:13]([C:17]1[N:18]=[C:19]([CH3:50])[N:20]([CH2:39][C:40]2[S:41][C:42]3[CH:48]=[CH:47][C:46]([CH3:49])=[CH:45][C:43]=3[CH:44]=2)[C:21](=[O:38])[C:22]=1[CH2:23][C:24]1[CH:25]=[CH:26][C:27]([C:30]2[CH:35]=[CH:34][CH:33]=[CH:32][C:31]=2[C:36]2[NH:3][C:4](=[O:7])[O:5][N:37]=2)=[CH:28][CH:29]=1)[CH2:14][CH2:15][CH3:16]. The yield is 0.350. (7) The reactants are [CH3:1][N:2]1[C:7]2[CH:8]=[C:9]([C:30]3[CH:35]=[CH:34][CH:33]=[CH:32][CH:31]=3)[C:10]([C:12]3[CH:17]=[CH:16][C:15]([C:18]4([NH:22]C(=O)OC(C)(C)C)[CH2:21][CH2:20][CH2:19]4)=[CH:14][CH:13]=3)=[N:11][C:6]=2[O:5][CH2:4][S:3]1(=[O:37])=[O:36]. The catalyst is C(O)(C(F)(F)F)=O. The product is [NH2:22][C:18]1([C:15]2[CH:14]=[CH:13][C:12]([C:10]3[C:9]([C:30]4[CH:31]=[CH:32][CH:33]=[CH:34][CH:35]=4)=[CH:8][C:7]4[N:2]([CH3:1])[S:3](=[O:37])(=[O:36])[CH2:4][O:5][C:6]=4[N:11]=3)=[CH:17][CH:16]=2)[CH2:19][CH2:20][CH2:21]1. The yield is 0.620. (8) The reactants are [N:1]1[CH:6]=[CH:5][CH:4]=[C:3]([C:7]2[N:8]=[CH:9][N:10]([C:12]3[CH:13]=[N:14][NH:15][C:16]=3[NH2:17])[CH:11]=2)[CH:2]=1.[CH2:18]([CH:20]([C:26](=O)[CH3:27])[C:21](OCC)=[O:22])[CH3:19]. The catalyst is CC(O)=O. The product is [CH2:26]([C:20]1[C:21](=[O:22])[N:15]2[N:14]=[CH:13][C:12]([N:10]3[CH:11]=[C:7]([C:3]4[CH:2]=[N:1][CH:6]=[CH:5][CH:4]=4)[N:8]=[CH:9]3)=[C:16]2[NH:17][C:18]=1[CH3:19])[CH3:27]. The yield is 0.0920.